Task: Predict the product of the given reaction.. Dataset: Forward reaction prediction with 1.9M reactions from USPTO patents (1976-2016) (1) The product is: [CH:18]1([C:21]2[O:25][C:24]([C:26]3[CH:31]=[CH:30][C:29]([CH:32]([O:39][CH3:40])[C:33]([C:15]4[O:14][C:13]([C:5]5[CH:6]=[C:7]([O:11][CH3:12])[C:8]([O:9][CH3:10])=[C:3]([O:2][CH3:1])[CH:4]=5)=[CH:17][CH:16]=4)=[O:34])=[CH:28][CH:27]=3)=[N:23][N:22]=2)[CH2:19][CH2:20]1. Given the reactants [CH3:1][O:2][C:3]1[CH:4]=[C:5]([C:13]2[O:14][CH:15]=[CH:16][CH:17]=2)[CH:6]=[C:7]([O:11][CH3:12])[C:8]=1[O:9][CH3:10].[CH:18]1([C:21]2[O:25][C:24]([C:26]3[CH:31]=[CH:30][C:29]([CH:32]([O:39][CH3:40])[C:33](N(OC)C)=[O:34])=[CH:28][CH:27]=3)=[N:23][N:22]=2)[CH2:20][CH2:19]1, predict the reaction product. (2) Given the reactants [CH3:1][C:2]1[CH:3]=[C:4]2[C:9](=[CH:10][CH:11]=1)[N:8]([N:12]=O)[CH2:7][CH:6]([C:14]1[CH:15]=[N:16][C:17]([CH3:20])=[CH:18][CH:19]=1)[CH2:5]2.[Cl-].[NH4+].O.[CH3:24][C:25]([CH3:27])=O, predict the reaction product. The product is: [CH3:1][C:2]1[CH:3]=[C:4]2[C:9](=[CH:10][CH:11]=1)[N:8]([N:12]=[C:25]([CH3:27])[CH3:24])[CH2:7][CH:6]([C:14]1[CH:15]=[N:16][C:17]([CH3:20])=[CH:18][CH:19]=1)[CH2:5]2.